This data is from Catalyst prediction with 721,799 reactions and 888 catalyst types from USPTO. The task is: Predict which catalyst facilitates the given reaction. Reactant: [CH:1]([S:4](Cl)(=[O:6])=[O:5])([CH3:3])[CH3:2].[CH3:8][C:9]1[N:13]([C:14]2[CH:19]=[CH:18][C:17]([C:20]([F:23])([F:22])[F:21])=[CH:16][N:15]=2)[N:12]=[CH:11][C:10]=1[C:24]([NH:26][C:27]1[CH:28]=[N:29][C:30]([CH:34]2[CH2:39][CH2:38][NH:37][CH2:36][CH2:35]2)=[C:31]([CH3:33])[CH:32]=1)=[O:25].C(=O)([O-])[O-].[K+].[K+].C(N(CC)CC)C. Product: [CH3:8][C:9]1[N:13]([C:14]2[CH:19]=[CH:18][C:17]([C:20]([F:22])([F:23])[F:21])=[CH:16][N:15]=2)[N:12]=[CH:11][C:10]=1[C:24]([NH:26][C:27]1[CH:28]=[N:29][C:30]([CH:34]2[CH2:35][CH2:36][N:37]([S:4]([CH:1]([CH3:3])[CH3:2])(=[O:6])=[O:5])[CH2:38][CH2:39]2)=[C:31]([CH3:33])[CH:32]=1)=[O:25]. The catalyst class is: 35.